From a dataset of Forward reaction prediction with 1.9M reactions from USPTO patents (1976-2016). Predict the product of the given reaction. (1) Given the reactants [Cl:1][C:2]1[C:3]([N:12]2[CH:16]=[C:15]([CH2:17][CH2:18][CH2:19][OH:20])[C:14]([CH:21]([CH3:23])[CH3:22])=[N:13]2)=[N:4][CH:5]=[C:6]([C:8]([F:11])([F:10])[F:9])[CH:7]=1.O[C:25]1[C:30]([O:31][CH3:32])=[CH:29][CH:28]=[CH:27][C:26]=1[CH2:33][C:34]([O:36]C)=[O:35].C(P(CCCC)CCCC)CCC.N(C(N1CCCCC1)=O)=NC(N1CCCCC1)=O, predict the reaction product. The product is: [Cl:1][C:2]1[C:3]([N:12]2[CH:16]=[C:15]([CH2:17][CH2:18][CH2:19][O:20][C:25]3[C:30]([O:31][CH3:32])=[CH:29][CH:28]=[CH:27][C:26]=3[CH2:33][C:34]([OH:36])=[O:35])[C:14]([CH:21]([CH3:23])[CH3:22])=[N:13]2)=[N:4][CH:5]=[C:6]([C:8]([F:10])([F:11])[F:9])[CH:7]=1. (2) Given the reactants CON(C)[C:4]([C:6]1[CH:7]=[C:8]2[C:13](=[CH:14][CH:15]=1)[N:12]=[CH:11][C:10]([Cl:16])=[N:9]2)=[O:5].CC(C[AlH]CC(C)C)C, predict the reaction product. The product is: [Cl:16][C:10]1[CH:11]=[N:12][C:13]2[C:8]([N:9]=1)=[CH:7][C:6]([CH:4]=[O:5])=[CH:15][CH:14]=2. (3) Given the reactants [CH3:1][O:2][C:3]([CH:5]1[C:13]2[C:8](=[CH:9][CH:10]=[CH:11][CH:12]=2)[C:7]([C:19]#[N:20])(O[Si](C)(C)C)[CH2:6]1)=[O:4].O.C1(C)C=CC(S(O)(=O)=O)=CC=1.[H][H], predict the reaction product. The product is: [CH3:1][O:2][C:3]([CH:5]1[C:13]2[C:8](=[CH:9][CH:10]=[CH:11][CH:12]=2)[CH:7]([CH2:19][NH2:20])[CH2:6]1)=[O:4]. (4) Given the reactants Cl[CH2:2][CH2:3][CH2:4][C:5]([NH:7][CH2:8][C@@H:9]([NH:12][C:13](=[O:22])[O:14][CH2:15][C:16]1[CH:21]=[CH:20][CH:19]=[CH:18][CH:17]=1)[CH2:10][OH:11])=[O:6].[H-].[Na+], predict the reaction product. The product is: [OH:11][CH2:10][C@H:9]([NH:12][C:13](=[O:22])[O:14][CH2:15][C:16]1[CH:21]=[CH:20][CH:19]=[CH:18][CH:17]=1)[CH2:8][N:7]1[CH2:2][CH2:3][CH2:4][C:5]1=[O:6].